This data is from Full USPTO retrosynthesis dataset with 1.9M reactions from patents (1976-2016). The task is: Predict the reactants needed to synthesize the given product. (1) Given the product [Cl:34][C:11]1[C:10]2[NH:9][C:8](=[O:13])[C:7]3[S:14][CH:15]=[CH:16][C:6]=3[C:5]=2[C:4]([C:17]2[CH:22]=[CH:21][C:20]([C:23]([NH:26][C:27](=[O:33])[O:28][C:29]([CH3:32])([CH3:31])[CH3:30])([CH3:25])[CH3:24])=[CH:19][CH:18]=2)=[C:3]([O:2][CH3:1])[CH:12]=1, predict the reactants needed to synthesize it. The reactants are: [CH3:1][O:2][C:3]1[CH:12]=[CH:11][C:10]2[NH:9][C:8](=[O:13])[C:7]3[S:14][CH:15]=[CH:16][C:6]=3[C:5]=2[C:4]=1[C:17]1[CH:22]=[CH:21][C:20]([C:23]([NH:26][C:27](=[O:33])[O:28][C:29]([CH3:32])([CH3:31])[CH3:30])([CH3:25])[CH3:24])=[CH:19][CH:18]=1.[Cl:34]N1C(=O)CCC1=O. (2) Given the product [CH3:1][O:2][C:3](=[O:15])[CH2:4][C:5]1[C:13]2[C:8](=[CH:9][CH:10]=[C:11]([O:14][CH2:17][CH3:18])[CH:12]=2)[NH:7][CH:6]=1, predict the reactants needed to synthesize it. The reactants are: [CH3:1][O:2][C:3](=[O:15])[CH2:4][C:5]1[C:13]2[C:8](=[CH:9][CH:10]=[C:11]([OH:14])[CH:12]=2)[NH:7][CH:6]=1.I[CH2:17][CH3:18].C(=O)([O-])[O-].[K+].[K+].C(=O)(O)[O-].[Na+]. (3) Given the product [CH3:1][O:2][C:3]1[CH:4]=[CH:5][C:6]([C:9]2[C:13]3[CH2:14][C:15]4[S:16][C:17]([C:20]5[CH:21]=[CH:22][N:23]=[CH:24][CH:25]=5)=[CH:18][C:19]=4[C:12]=3[NH:11][N:10]=2)=[CH:7][CH:8]=1, predict the reactants needed to synthesize it. The reactants are: [CH3:1][O:2][C:3]1[CH:8]=[CH:7][C:6]([C:9]2[C:13]3[CH2:14][C:15]4[S:16][C:17]([C:20]5[CH:25]=[CH:24][N:23]=[CH:22][CH:21]=5)=[CH:18][C:19]=4[C:12]=3[N:11](COCC[Si](C)(C)C)[N:10]=2)=[CH:5][CH:4]=1.Cl. (4) Given the product [NH2:20][C:11]1[C:10]2[N:9]=[C:8]([CH2:21][CH3:22])[N:7]([CH2:6][CH2:5][O:4][CH2:3][CH2:2][NH:1][C:30](=[O:37])[C:31]3[CH:36]=[CH:35][CH:34]=[CH:33][CH:32]=3)[C:19]=2[C:18]2[CH:17]=[CH:16][CH:15]=[CH:14][C:13]=2[N:12]=1, predict the reactants needed to synthesize it. The reactants are: [NH2:1][CH2:2][CH2:3][O:4][CH2:5][CH2:6][N:7]1[C:19]2[C:18]3[CH:17]=[CH:16][CH:15]=[CH:14][C:13]=3[N:12]=[C:11]([NH2:20])[C:10]=2[N:9]=[C:8]1[CH2:21][CH3:22].C(N(CC)CC)C.[C:30](Cl)(=[O:37])[C:31]1[CH:36]=[CH:35][CH:34]=[CH:33][CH:32]=1.O. (5) Given the product [O:40]1[CH2:45][CH2:44][N:43]([CH:46]2[CH2:50][CH2:49][N:48]([C:51]3[CH:59]=[CH:58][C:54]([C:55]([NH:1][C:2]4[CH:7]=[C:6]([C:8]5[S:9][CH:10]=[CH:11][CH:12]=5)[CH:5]=[CH:4][C:3]=4[NH:14][C:15](=[O:21])[O:16][C:17]([CH3:20])([CH3:19])[CH3:18])=[O:56])=[CH:53][CH:52]=3)[CH2:47]2)[CH2:42][CH2:41]1, predict the reactants needed to synthesize it. The reactants are: [NH2:1][C:2]1[CH:7]=[C:6]([C:8]2[S:9][C:10](Cl)=[CH:11][CH:12]=2)[CH:5]=[CH:4][C:3]=1[NH:14][C:15](=[O:21])[O:16][C:17]([CH3:20])([CH3:19])[CH3:18].CN(C)[C@@H]1CCN(CC2C=CC(C(O)=O)=CC=2)C1.[O:40]1[CH2:45][CH2:44][N:43]([CH:46]2[CH2:50][CH2:49][N:48]([C:51]3[CH:59]=[CH:58][C:54]([C:55](O)=[O:56])=[CH:53][CH:52]=3)[CH2:47]2)[CH2:42][CH2:41]1. (6) The reactants are: [CH3:1]CCCCC.C([Li])CCC.COC1[C:19]2[CH2:20][C:21](=O)[C:22]3[C:23]([O:28][C:18]=2[CH:17]=CC=1)=[N:24][CH:25]=[CH:26][CH:27]=3.[Cl-].[NH4+].[C:32]([O:35][CH2:36][CH3:37])(=O)[CH3:33]. Given the product [CH3:23][O:28][C:18]1[CH:17]=[CH:33][C:32]2[O:35][CH2:36][C:37]3[N:24]=[CH:25][CH:26]=[CH:27][C:22]=3[C:21](=[CH2:1])[C:20]=2[CH:19]=1, predict the reactants needed to synthesize it. (7) Given the product [CH:1]1([C:4]2[CH:5]=[C:6]([CH2:7][N:8]3[CH2:11][C:10]4([CH2:15][C:14]([N:16]5[CH2:17][CH2:18][C:19]([CH3:27])([C:22]([OH:24])=[O:23])[CH2:20][CH2:21]5)=[N:13][O:12]4)[CH2:9]3)[CH:28]=[C:29]([O:32][CH2:33][CH3:34])[C:30]=2[C:39]2[CH:40]=[CH:41][C:36]([CH3:35])=[CH:37][CH:38]=2)[CH2:2][CH2:3]1, predict the reactants needed to synthesize it. The reactants are: [CH:1]1([C:4]2[CH:5]=[C:6]([CH:28]=[C:29]([O:32][CH2:33][CH3:34])[C:30]=2I)[CH2:7][N:8]2[CH2:11][C:10]3([CH2:15][C:14]([N:16]4[CH2:21][CH2:20][C:19]([CH3:27])([C:22]([O:24]CC)=[O:23])[CH2:18][CH2:17]4)=[N:13][O:12]3)[CH2:9]2)[CH2:3][CH2:2]1.[CH3:35][C:36]1[CH:41]=[CH:40][C:39](B(O)O)=[CH:38][CH:37]=1.